This data is from Reaction yield outcomes from USPTO patents with 853,638 reactions. The task is: Predict the reaction yield, written as a fraction of the theoretical maximum amount of product (1.0 means a 100% yield; for example, 0.34 means a 34% yield). (1) The reactants are [CH3:1][C@H:2]1[NH:7][CH2:6][CH2:5][N:4]([C:8]2[CH:13]=[CH:12][C:11](CCC)=[CH:10][CH:9]=2)[CH2:3]1.BrC1C=C[C:21]([O:24]CCC)=[CH:20][CH:19]=1. No catalyst specified. The product is [CH3:1][C@H:2]1[NH:7][CH2:6][CH2:5][N:4]([C:8]2[CH:9]=[CH:10][C:11]([O:24][CH2:21][CH2:20][CH3:19])=[CH:12][CH:13]=2)[CH2:3]1. The yield is 0.340. (2) The reactants are [CH2:1]([C:3]1[C:11]([CH3:12])=[C:10]2[C:6]([C:7](=[O:13])[O:8][CH2:9]2)=[C:5]([O:14][CH2:15][CH2:16][Si:17]([CH3:20])([CH3:19])[CH3:18])[C:4]=1[CH2:21][CH:22]=[C:23]([CH3:26])[CH:24]=[O:25])[CH3:2].[BH4-].[Li+]. The catalyst is CO.CO.O.C1COCC1. The product is [CH2:1]([C:3]1[C:11]([CH3:12])=[C:10]2[C:6](=[C:5]([O:14][CH2:15][CH2:16][Si:17]([CH3:18])([CH3:19])[CH3:20])[C:4]=1[CH2:21][CH:22]=[C:23]([CH3:26])[CH2:24][OH:25])[C:7](=[O:13])[O:8][CH2:9]2)[CH3:2]. The yield is 0.730. (3) The reactants are [Cl:1][C:2]1[CH:7]=[CH:6][C:5]([CH3:8])=[CH:4][C:3]=1[OH:9].[C:10](=O)([O-])[O-].[K+].[K+].CI. The catalyst is CN(C=O)C. The product is [Cl:1][C:2]1[CH:7]=[CH:6][C:5]([CH3:8])=[CH:4][C:3]=1[O:9][CH3:10]. The yield is 0.920. (4) The reactants are [OH:1][C:2]1[CH:7]=[C:6]([CH3:8])[C:5]([C:9]2[CH:14]=[CH:13][CH:12]=[C:11]([CH:15]=[O:16])[CH:10]=2)=[C:4]([CH3:17])[CH:3]=1.CO.[BH4-].[Na+]. The catalyst is O1CCCC1. The product is [OH:16][CH2:15][C:11]1[CH:10]=[C:9]([C:5]2[C:4]([CH3:17])=[CH:3][C:2]([OH:1])=[CH:7][C:6]=2[CH3:8])[CH:14]=[CH:13][CH:12]=1. The yield is 0.930. (5) The reactants are Cl[C:2]1[N:7]=[CH:6][NH:5][C:4]2=[N:8][CH:9]=[CH:10][C:3]=12.[CH2:11]([N:18]1[CH2:23][CH2:22][CH:21]([CH3:24])[CH:20]([NH:25][CH3:26])[CH2:19]1)[C:12]1[CH:17]=[CH:16][CH:15]=[CH:14][CH:13]=1. The catalyst is C(N(CC)CC)C. The product is [CH2:11]([N:18]1[CH2:23][CH2:22][CH:21]([CH3:24])[CH:20]([N:25]([CH3:26])[C:2]2[C:3]3[CH:10]=[CH:9][NH:8][C:4]=3[N:5]=[CH:6][N:7]=2)[CH2:19]1)[C:12]1[CH:13]=[CH:14][CH:15]=[CH:16][CH:17]=1. The yield is 0.380. (6) The reactants are [F:1][C:2]1[CH:8]=[CH:7][C:5]([NH2:6])=[C:4]([N+:9]([O-:11])=[O:10])[CH:3]=1.O[CH2:13][CH:14]([CH2:16]O)O.[Na+].[N+](C1C=C(S([O-])(=O)=O)C=CC=1)([O-])=O.OS(O)(=O)=O.O. No catalyst specified. The product is [F:1][C:2]1[CH:8]=[C:7]2[C:5](=[C:4]([N+:9]([O-:11])=[O:10])[CH:3]=1)[N:6]=[CH:16][CH:14]=[CH:13]2. The yield is 0.840. (7) The catalyst is O1CCOCC1.O. The reactants are [NH:1]1[C:9]2[C:4](=[CH:5][C:6]([CH:10]=[O:11])=[CH:7][CH:8]=2)[CH:3]=[N:2]1.[OH-].[Na+].[I:14]I. The yield is 0.720. The product is [I:14][C:3]1[C:4]2[C:9](=[CH:8][CH:7]=[C:6]([CH:10]=[O:11])[CH:5]=2)[NH:1][N:2]=1. (8) The reactants are C1(C[N:8]2[CH2:13][CH2:12][O:11][CH2:10][C@@H:9]2[C:14]([NH:16][C@@H:17]([C:20](OC)=O)[CH2:18][OH:19])=O)C=CC=CC=1. The catalyst is CCO.CO.[Pd]. The product is [CH2:10]1[C@@H:9]2[CH2:14][NH:16][C@H:17]([CH2:18][OH:19])[CH2:20][N:8]2[CH2:13][CH2:12][O:11]1. The yield is 0.350. (9) The reactants are [Cl-].O[NH3+:3].[C:4](=[O:7])([O-])[OH:5].[Na+].CS(C)=O.[CH:13]1([C:16]2[C:21](=[O:22])[N:20]([CH2:23][C:24]3[CH:29]=[CH:28][C:27]([C:30]4[C:31]([C:36]#[N:37])=[CH:32][CH:33]=[CH:34][CH:35]=4)=[CH:26][CH:25]=3)[C:19]([CH2:38][CH2:39][CH3:40])=[N:18][C:17]=2[CH2:41][CH3:42])[CH2:15][CH2:14]1. The catalyst is O. The product is [CH:13]1([C:16]2[C:21](=[O:22])[N:20]([CH2:23][C:24]3[CH:29]=[CH:28][C:27]([C:30]4[CH:35]=[CH:34][CH:33]=[CH:32][C:31]=4[C:36]4[NH:3][C:4](=[O:7])[O:5][N:37]=4)=[CH:26][CH:25]=3)[C:19]([CH2:38][CH2:39][CH3:40])=[N:18][C:17]=2[CH2:41][CH3:42])[CH2:14][CH2:15]1. The yield is 0.420. (10) The reactants are Cl.Cl.[CH2:3]([N:10]([CH3:32])[CH2:11][C@H:12]1[CH2:17][N:16]([C:18]2[CH:23]=[CH:22][C:21]([O:24][CH3:25])=[C:20]([O:26][CH:27]3[CH2:31][CH2:30][CH2:29][CH2:28]3)[CH:19]=2)[CH2:15][CH2:14][NH:13]1)[C:4]1[CH:9]=[CH:8][CH:7]=[CH:6][CH:5]=1.C(N(CC)CC)C.[C:40](Cl)(=[O:42])[CH3:41].C([O-])(O)=O.[Na+]. The catalyst is C(Cl)Cl. The product is [CH2:3]([N:10]([CH2:11][C@H:12]1[CH2:17][N:16]([C:18]2[CH:23]=[CH:22][C:21]([O:24][CH3:25])=[C:20]([O:26][CH:27]3[CH2:31][CH2:30][CH2:29][CH2:28]3)[CH:19]=2)[CH2:15][CH2:14][N:13]1[C:40](=[O:42])[CH3:41])[CH3:32])[C:4]1[CH:5]=[CH:6][CH:7]=[CH:8][CH:9]=1. The yield is 0.720.